The task is: Predict which catalyst facilitates the given reaction.. This data is from Catalyst prediction with 721,799 reactions and 888 catalyst types from USPTO. Reactant: ClC1C=C(C=CC=1)C(OO)=[O:6].[CH2:12]([C:14]1[N:15]([CH2:27][C:28]#[CH:29])[C:16]2[C:25]3[CH:24]=[CH:23][CH:22]=[CH:21][C:20]=3[N:19]=[CH:18][C:17]=2[N:26]=1)[CH3:13]. Product: [CH2:12]([C:14]1[N:15]([CH2:27][C:28]#[CH:29])[C:16]2[C:25]3[CH:24]=[CH:23][CH:22]=[CH:21][C:20]=3[N+:19]([O-:6])=[CH:18][C:17]=2[N:26]=1)[CH3:13]. The catalyst class is: 22.